This data is from Reaction yield outcomes from USPTO patents with 853,638 reactions. The task is: Predict the reaction yield, written as a fraction of the theoretical maximum amount of product (1.0 means a 100% yield; for example, 0.34 means a 34% yield). (1) The reactants are [Cl:1][C:2]1[N:3]=[C:4]([C:9]([NH:11][C@H:12]2[CH2:17][CH2:16][N:15]([C:18]3[O:19][C:20]([C:24]([O:26]CC)=[O:25])=[C:21]([CH3:23])[N:22]=3)[CH2:14][C@H:13]2[O:29][CH3:30])=[O:10])[NH:5][C:6]=1[CH2:7][CH3:8].[OH-].[Li+].CO. The catalyst is C1COCC1. The product is [Cl:1][C:2]1[N:3]=[C:4]([C:9]([NH:11][C@H:12]2[CH2:17][CH2:16][N:15]([C:18]3[O:19][C:20]([C:24]([OH:26])=[O:25])=[C:21]([CH3:23])[N:22]=3)[CH2:14][C@H:13]2[O:29][CH3:30])=[O:10])[NH:5][C:6]=1[CH2:7][CH3:8]. The yield is 0.890. (2) The reactants are [OH:1][C:2]1[CH:7]=[CH:6][C:5]([C:8](=[O:10])[CH3:9])=[CH:4][C:3]=1[O:11][CH3:12].C(=O)([O-])[O-].[K+].[K+].Cl.Cl[CH2:21][C:22]1[CH:23]=[CH:24][C:25]([O:28][CH3:29])=[N:26][CH:27]=1. The catalyst is C(#N)C.O. The product is [CH3:12][O:11][C:3]1[CH:4]=[C:5]([C:8](=[O:10])[CH3:9])[CH:6]=[CH:7][C:2]=1[O:1][CH2:21][C:22]1[CH:27]=[N:26][C:25]([O:28][CH3:29])=[CH:24][CH:23]=1. The yield is 0.850. (3) The reactants are C([NH:8][C:9]1[C:10]([CH3:31])=[C:11]([CH3:30])[C:12]2[O:16][CH2:15][CH:14]([C:17]3[CH:22]=[CH:21][C:20]([CH:23]4[O:27][CH2:26][CH2:25][O:24]4)=[CH:19][CH:18]=3)[C:13]=2[C:28]=1[CH3:29])C1C=CC=CC=1. The catalyst is CCCCCC. The product is [O:24]1[CH2:25][CH2:26][O:27][CH:23]1[C:20]1[CH:19]=[CH:18][C:17]([CH:14]2[C:13]3[C:28]([CH3:29])=[C:9]([NH2:8])[C:10]([CH3:31])=[C:11]([CH3:30])[C:12]=3[O:16][CH2:15]2)=[CH:22][CH:21]=1. The yield is 0.870. (4) The reactants are Cl[C:2]1[CH:7]=[CH:6][N:5]=[C:4]([N:8]2[CH2:19][CH2:18][N:17]3[C:10](=[CH:11][C:12]4[CH2:13][C:14]([CH3:21])([CH3:20])[CH2:15][C:16]=43)[C:9]2=[O:22])[C:3]=1[C:23]([OH:25])=[O:24].[CH3:26][N:27]1[CH:32]=[C:31](B2OC(C)(C)C(C)(C)O2)[CH:30]=[C:29]([NH:42][C:43]2[CH:48]=[CH:47][C:46]([N:49]3[CH2:54][CH2:53][N:52]([CH:55]4[CH2:58][O:57][CH2:56]4)[CH2:51][C@@H:50]3[CH3:59])=[CH:45][N:44]=2)[C:28]1=[O:60].[O-]P([O-])([O-])=O.[K+].[K+].[K+].C([O-])(=O)C.[Na+]. The catalyst is C1C=CC(P(C2C=CC=CC=2)[C-]2C=CC=C2)=CC=1.C1C=CC(P(C2C=CC=CC=2)[C-]2C=CC=C2)=CC=1.Cl[Pd]Cl.[Fe+2].O.C(#N)C. The product is [CH3:20][C:14]1([CH3:21])[CH2:13][C:12]2[CH:11]=[C:10]3[N:17]([CH2:18][CH2:19][N:8]([C:4]4[C:3]([C:23]([OH:25])=[O:24])=[C:2]([C:31]5[CH:30]=[C:29]([NH:42][C:43]6[CH:48]=[CH:47][C:46]([N:49]7[CH2:54][CH2:53][N:52]([CH:55]8[CH2:56][O:57][CH2:58]8)[CH2:51][C@@H:50]7[CH3:59])=[CH:45][N:44]=6)[C:28](=[O:60])[N:27]([CH3:26])[CH:32]=5)[CH:7]=[CH:6][N:5]=4)[C:9]3=[O:22])[C:16]=2[CH2:15]1. The yield is 0.410. (5) The yield is 0.270. The catalyst is ClCCl.CN(C)C=O. The reactants are Cl.[F:2][C:3]([F:13])([F:12])[C:4]1[C:5]([CH2:10]O)=[N:6][CH:7]=[CH:8][CH:9]=1.S(Cl)(Cl)=O.[NH:18]1[C:26]2[C:21](=[CH:22][CH:23]=[CH:24][CH:25]=2)[C:20]2([C:30]3[CH:31]=[CH:32][C:33]4[O:34][CH2:35][CH2:36][O:37][C:38]=4[C:29]=3[O:28][CH2:27]2)[C:19]1=[O:39].C(=O)([O-])[O-].[Cs+].[Cs+].[I-].[K+]. The product is [F:2][C:3]([F:13])([F:12])[C:4]1[C:5]([CH2:10][N:18]2[C:26]3[C:21](=[CH:22][CH:23]=[CH:24][CH:25]=3)[C:20]3([C:30]4[CH:31]=[CH:32][C:33]5[O:34][CH2:35][CH2:36][O:37][C:38]=5[C:29]=4[O:28][CH2:27]3)[C:19]2=[O:39])=[N:6][CH:7]=[CH:8][CH:9]=1. (6) The reactants are [CH3:1][O:2][C:3]1[CH:8]=[C:7]([CH3:9])[C:6]([O:10][CH3:11])=[CH:5][C:4]=1[C:12]1[N:16]=[C:15]([NH2:17])[NH:14][N:13]=1.[C:18](=N)([C:25]1[CH:30]=[CH:29][CH:28]=[CH:27][CH:26]=1)[C:19]1[CH:24]=[CH:23][CH:22]=[CH:21][CH:20]=1.C(OC(C)C)(C)C. The catalyst is C1(C)C(C)=CC=CC=1. The product is [CH3:1][O:2][C:3]1[CH:8]=[C:7]([CH3:9])[C:6]([O:10][CH3:11])=[CH:5][C:4]=1[C:12]1[N:16]=[C:15]([N:17]=[C:18]([C:19]2[CH:24]=[CH:23][CH:22]=[CH:21][CH:20]=2)[C:25]2[CH:30]=[CH:29][CH:28]=[CH:27][CH:26]=2)[NH:14][N:13]=1. The yield is 0.790. (7) The reactants are [Br:1][C:2]1[C:10]2[O:9][CH:8]([CH2:11][OH:12])[CH2:7][C:6]=2[CH:5]=[C:4]([CH2:13][CH3:14])[CH:3]=1.[C:15]1([CH3:25])[CH:20]=[CH:19][C:18]([S:21](Cl)(=[O:23])=[O:22])=[CH:17][CH:16]=1.CC1C=CC(S(OCC2CC3C(C(F)(F)F)=CC=C(Cl)C=3O2)(=O)=O)=CC=1. No catalyst specified. The product is [CH3:25][C:15]1[CH:20]=[CH:19][C:18]([S:21]([O:12][CH2:11][CH:8]2[CH2:7][C:6]3[CH:5]=[C:4]([CH2:13][CH3:14])[CH:3]=[C:2]([Br:1])[C:10]=3[O:9]2)(=[O:23])=[O:22])=[CH:17][CH:16]=1. The yield is 0.920.